Dataset: NCI-60 drug combinations with 297,098 pairs across 59 cell lines. Task: Regression. Given two drug SMILES strings and cell line genomic features, predict the synergy score measuring deviation from expected non-interaction effect. (1) Drug 1: C1=C(C(=O)NC(=O)N1)N(CCCl)CCCl. Drug 2: C1=NC(=NC(=O)N1C2C(C(C(O2)CO)O)O)N. Cell line: NCI-H522. Synergy scores: CSS=25.2, Synergy_ZIP=-4.59, Synergy_Bliss=-2.13, Synergy_Loewe=-1.11, Synergy_HSA=-0.674. (2) Drug 1: CNC(=O)C1=CC=CC=C1SC2=CC3=C(C=C2)C(=NN3)C=CC4=CC=CC=N4. Drug 2: CC1=C(C(CCC1)(C)C)C=CC(=CC=CC(=CC(=O)O)C)C. Cell line: OVCAR-5. Synergy scores: CSS=-2.99, Synergy_ZIP=1.32, Synergy_Bliss=0.329, Synergy_Loewe=-1.84, Synergy_HSA=-1.80. (3) Drug 1: COC1=C(C=C2C(=C1)N=CN=C2NC3=CC(=C(C=C3)F)Cl)OCCCN4CCOCC4. Drug 2: COC1=NC(=NC2=C1N=CN2C3C(C(C(O3)CO)O)O)N. Cell line: NCI-H460. Synergy scores: CSS=25.9, Synergy_ZIP=-6.01, Synergy_Bliss=1.28, Synergy_Loewe=-10.7, Synergy_HSA=2.93. (4) Drug 1: CC1=C(C=C(C=C1)NC(=O)C2=CC=C(C=C2)CN3CCN(CC3)C)NC4=NC=CC(=N4)C5=CN=CC=C5. Drug 2: CC1C(C(CC(O1)OC2CC(CC3=C2C(=C4C(=C3O)C(=O)C5=C(C4=O)C(=CC=C5)OC)O)(C(=O)CO)O)N)O.Cl. Cell line: CCRF-CEM. Synergy scores: CSS=34.4, Synergy_ZIP=0.516, Synergy_Bliss=-2.65, Synergy_Loewe=-24.1, Synergy_HSA=-4.12. (5) Drug 1: C1C(C(OC1N2C=C(C(=O)NC2=O)F)CO)O. Drug 2: COCCOC1=C(C=C2C(=C1)C(=NC=N2)NC3=CC=CC(=C3)C#C)OCCOC.Cl. Cell line: BT-549. Synergy scores: CSS=14.1, Synergy_ZIP=-5.59, Synergy_Bliss=-1.70, Synergy_Loewe=-13.4, Synergy_HSA=-0.603. (6) Drug 1: CN1CCC(CC1)COC2=C(C=C3C(=C2)N=CN=C3NC4=C(C=C(C=C4)Br)F)OC. Drug 2: C1=NC(=NC(=O)N1C2C(C(C(O2)CO)O)O)N. Cell line: SF-268. Synergy scores: CSS=-7.78, Synergy_ZIP=1.35, Synergy_Bliss=-2.19, Synergy_Loewe=-11.1, Synergy_HSA=-6.64.